This data is from Reaction yield outcomes from USPTO patents with 853,638 reactions. The task is: Predict the reaction yield, written as a fraction of the theoretical maximum amount of product (1.0 means a 100% yield; for example, 0.34 means a 34% yield). The yield is 0.650. The reactants are [CH3:1][O:2][C:3]1[N:8]=[CH:7][C:6]([OH:9])=[CH:5][CH:4]=1.C([Mg]Cl)(C)C.[Br:15][C:16]1[CH:24]=[CH:23][CH:22]=[C:21]2[C:17]=1[C:18](=[O:36])[C:19](=[O:35])[N:20]2[CH2:25][C:26]1[O:27][C:28]([C:31]([F:34])([F:33])[F:32])=[CH:29][CH:30]=1. The catalyst is O1CCCC1. The product is [Br:15][C:16]1[CH:24]=[CH:23][CH:22]=[C:21]2[C:17]=1[C:18]([OH:36])([C:7]1[C:6]([OH:9])=[CH:5][CH:4]=[C:3]([O:2][CH3:1])[N:8]=1)[C:19](=[O:35])[N:20]2[CH2:25][C:26]1[O:27][C:28]([C:31]([F:33])([F:34])[F:32])=[CH:29][CH:30]=1.